The task is: Predict the reaction yield, written as a fraction of the theoretical maximum amount of product (1.0 means a 100% yield; for example, 0.34 means a 34% yield).. This data is from Reaction yield outcomes from USPTO patents with 853,638 reactions. (1) The reactants are O=C1C2C(=CC=CC=2)C(=O)[N:3]1[CH2:12][CH2:13][CH2:14][O:15][C:16]1[CH:21]=[CH:20][C:19]([C:22]2[CH:23]=[C:24]([C:30]#[N:31])[C:25](=[O:29])[NH:26][C:27]=2[CH3:28])=[CH:18][CH:17]=1.CN. No catalyst specified. The product is [NH2:3][CH2:12][CH2:13][CH2:14][O:15][C:16]1[CH:17]=[CH:18][C:19]([C:22]2[CH:23]=[C:24]([C:30]#[N:31])[C:25](=[O:29])[NH:26][C:27]=2[CH3:28])=[CH:20][CH:21]=1. The yield is 0.650. (2) The reactants are [CH2:1]([O:3][C:4]([C@@:6]12[CH2:24][C@H:23]1[CH:22]=[CH:21][CH2:20][CH2:19][CH2:18][CH2:17][CH2:16][C@H:15]([NH:25][C:26]([O:28][C:29]([CH3:32])([CH3:31])[CH3:30])=[O:27])[C:14](=[O:33])[N:13]1[C@@H:9]([CH2:10][C@@H:11]([OH:34])[CH2:12]1)[C:8](=[O:35])[NH:7]2)=[O:5])[CH3:2].C1N=CN([C:41]([N:43]2[CH:47]=N[CH:45]=[CH:44]2)=[O:42])C=1.C(Cl)Cl.CO.C1[C:61]2[C:56](=[CH:57][CH:58]=C[CH:60]=2)CN1. The catalyst is C(Cl)Cl. The product is [CH2:1]([O:3][C:4]([C@@:6]12[CH2:24][C@H:23]1[CH:22]=[CH:21][CH2:20][CH2:19][CH2:18][CH2:17][CH2:16][C@H:15]([NH:25][C:26]([O:28][C:29]([CH3:31])([CH3:30])[CH3:32])=[O:27])[C:14](=[O:33])[N:13]1[C@@H:9]([CH2:10][C@@H:11]([O:34][C:41]([N:43]3[CH2:44][C:45]4[C:58](=[CH:57][CH:56]=[CH:61][CH:60]=4)[CH2:47]3)=[O:42])[CH2:12]1)[C:8](=[O:35])[NH:7]2)=[O:5])[CH3:2]. The yield is 0.900. (3) The reactants are Cl.[F:2][C:3]1[CH:17]=[CH:16][C:6]2[C:7]([CH:10]3[CH2:15][CH2:14][NH:13][CH2:12][CH2:11]3)=[N:8][O:9][C:5]=2[CH:4]=1.Cl[CH2:19][CH2:20][C:21]1[C:26](=[O:27])[N:25]2[CH2:28][CH2:29][CH2:30][CH2:31][C:24]2=[N:23][C:22]=1[CH3:32].C(=O)([O-])[O-].[Na+].[Na+]. The catalyst is O. The product is [F:2][C:3]1[CH:17]=[CH:16][C:6]2[C:7]([CH:10]3[CH2:11][CH2:12][N:13]([CH2:19][CH2:20][C:21]4[C:26](=[O:27])[N:25]5[CH2:28][CH2:29][CH2:30][CH2:31][C:24]5=[N:23][C:22]=4[CH3:32])[CH2:14][CH2:15]3)=[N:8][O:9][C:5]=2[CH:4]=1. The yield is 0.902. (4) The reactants are Cl[C:2]1[C:3]2[N:10]([CH3:11])[CH:9]=[CH:8][C:4]=2[N:5]=[CH:6][N:7]=1.[NH2:12][C:13]1[CH:22]=[CH:21][C:20]([OH:23])=[C:19]2[C:14]=1[CH:15]=[CH:16][CH:17]=[N:18]2.C(=O)([O-])[O-].[K+].[K+]. The catalyst is CN1CCCC1=O. The product is [CH3:11][N:10]1[C:3]2[C:2]([O:23][C:20]3[C:19]4[N:18]=[CH:17][CH:16]=[CH:15][C:14]=4[C:13]([NH2:12])=[CH:22][CH:21]=3)=[N:7][CH:6]=[N:5][C:4]=2[CH:8]=[CH:9]1. The yield is 0.550.